This data is from Reaction yield outcomes from USPTO patents with 853,638 reactions. The task is: Predict the reaction yield, written as a fraction of the theoretical maximum amount of product (1.0 means a 100% yield; for example, 0.34 means a 34% yield). (1) The reactants are [C-:1]#[N:2].C[Mg+].[Br-].[CH2:6]1[CH2:10]O[CH2:8][CH2:7]1. The catalyst is CCOCC. The product is [N:2]1([N:2]2[CH2:1][CH2:10][CH2:6][CH2:7][CH2:8]2)[CH2:1][CH2:10][CH2:6][CH2:7][CH2:8]1. The yield is 0.790. (2) The reactants are [C:1]([NH:9][C:10]1[C:18]2[C:13](=[N:14][CH:15]=[C:16]([C:37]3[CH:42]=[CH:41][CH:40]=[CH:39][CH:38]=3)[C:17]=2[N:19]2[CH2:24][CH2:23][N:22]([C:25](=[O:36])[CH2:26][CH2:27][NH:28]C(=O)OC(C)(C)C)[CH2:21][CH2:20]2)[NH:12][CH:11]=1)(=[O:8])[C:2]1[CH:7]=[CH:6][CH:5]=[N:4][CH:3]=1.C(O)(C(F)(F)F)=O. The catalyst is C(Cl)Cl. The product is [NH2:28][CH2:27][CH2:26][C:25]([N:22]1[CH2:23][CH2:24][N:19]([C:17]2[C:16]([C:37]3[CH:38]=[CH:39][CH:40]=[CH:41][CH:42]=3)=[CH:15][N:14]=[C:13]3[NH:12][CH:11]=[C:10]([NH:9][C:1](=[O:8])[C:2]4[CH:7]=[CH:6][CH:5]=[N:4][CH:3]=4)[C:18]=23)[CH2:20][CH2:21]1)=[O:36]. The yield is 0.390. (3) The reactants are [CH3:1][O:2][C:3]1[CH:4]=[C:5]([C:11]([N+:23]([O-])=O)=[CH:12][C:13]=1[O:14][CH2:15][CH:16]1[CH2:21][CH2:20][N:19]([CH3:22])[CH2:18][CH2:17]1)[C:6]([O:8][CH2:9][CH3:10])=[O:7].[H][H]. The catalyst is CO.[Pt]. The product is [NH2:23][C:11]1[C:5]([C:6]([O:8][CH2:9][CH3:10])=[O:7])=[CH:4][C:3]([O:2][CH3:1])=[C:13]([O:14][CH2:15][CH:16]2[CH2:21][CH2:20][N:19]([CH3:22])[CH2:18][CH2:17]2)[CH:12]=1. The yield is 0.800. (4) The reactants are [H-].[Na+].[CH3:3][O:4][C:5]1[CH:10]=[CH:9][C:8]([SH:11])=[CH:7][CH:6]=1.Br[CH2:13][C:14]([O:16][CH2:17][CH3:18])=[O:15]. The catalyst is C1COCC1. The product is [CH2:17]([O:16][C:14](=[O:15])[CH2:13][S:11][C:8]1[CH:9]=[CH:10][C:5]([O:4][CH3:3])=[CH:6][CH:7]=1)[CH3:18]. The yield is 0.980. (5) The reactants are [ClH:1].[CH3:2][O:3][C:4](=[O:17])[CH:5]([C@@H:7]1[C:15]2[C:10](=[CH:11][CH:12]=[CH:13][CH:14]=2)[CH2:9][C@H:8]1[NH2:16])[CH3:6].CC[N:20]([CH:24]([CH3:26])[CH3:25])[CH:21]([CH3:23])[CH3:22].C1C=CC2N([OH:36])N=NC=2C=1.CCN=C=N[CH2:42][CH2:43][CH2:44]N(C)C. The catalyst is C(Cl)Cl. The product is [CH3:2][O:3][C:4](=[O:17])[CH:5]([C@@H:7]1[C:15]2[C:10](=[CH:11][CH:12]=[CH:13][CH:14]=2)[CH2:9][C@H:8]1[NH:16][C:26]([C:24]1[NH:20][C:21]2[C:22]([CH:25]=1)=[CH:44][C:43]([Cl:1])=[CH:42][CH:23]=2)=[O:36])[CH3:6]. The yield is 0.940.